This data is from Peptide-MHC class I binding affinity with 185,985 pairs from IEDB/IMGT. The task is: Regression. Given a peptide amino acid sequence and an MHC pseudo amino acid sequence, predict their binding affinity value. This is MHC class I binding data. (1) The peptide sequence is EWAENCYNL. The MHC is HLA-A02:19 with pseudo-sequence HLA-A02:19. The binding affinity (normalized) is 0.0847. (2) The peptide sequence is TEAEKWPFF. The MHC is HLA-B07:02 with pseudo-sequence HLA-B07:02. The binding affinity (normalized) is 0.0847.